From a dataset of Full USPTO retrosynthesis dataset with 1.9M reactions from patents (1976-2016). Predict the reactants needed to synthesize the given product. (1) Given the product [CH3:1][O:2][C:3](=[O:22])[CH2:4][N:5]1[CH:9]=[C:29]([C:28]2[CH:32]=[C:33]([C:35]([F:38])([F:37])[F:36])[CH:34]=[C:26]([N+:23]([O-:25])=[O:24])[CH:27]=2)[C:7]([C:20]#[N:21])=[CH:6]1, predict the reactants needed to synthesize it. The reactants are: [CH3:1][O:2][C:3](=[O:22])[CH2:4][N:5]1[CH:9]=C(C2C=CC=C(S(C)(=O)=O)C=2)[C:7]([C:20]#[N:21])=[CH:6]1.[N+:23]([C:26]1[CH:27]=[C:28]([CH:32]=[C:33]([C:35]([F:38])([F:37])[F:36])[CH:34]=1)[C:29](O)=O)([O-:25])=[O:24]. (2) Given the product [ClH:2].[Cl:2][C:3]1[C:11]2[C:6](=[CH:7][C:8]([C:12]([NH:14][C@H:15]([C:26]3[CH:31]=[CH:30][CH:29]=[CH:28][CH:27]=3)[CH2:16][O:17][CH2:18][CH2:19][CH:20]3[CH2:21][CH2:22][N:23]([CH3:32])[CH2:24][CH2:25]3)=[O:13])=[CH:9][CH:10]=2)[NH:5][CH:4]=1, predict the reactants needed to synthesize it. The reactants are: Cl.[Cl:2][C:3]1[C:11]2[C:6](=[CH:7][C:8]([C:12]([NH:14][C@H:15]([C:26]3[CH:31]=[CH:30][CH:29]=[CH:28][CH:27]=3)[CH2:16][O:17][CH2:18][CH2:19][CH:20]3[CH2:25][CH2:24][NH:23][CH2:22][CH2:21]3)=[O:13])=[CH:9][CH:10]=2)[NH:5][CH:4]=1.[CH2:32]=O. (3) Given the product [F:1][C:2]1[CH:7]=[CH:6][C:5]([C@@H:8]2[CH2:9][N:10]([CH2:16][CH2:17][O:18][CH3:19])[CH2:11][C@H:12]2[NH2:13])=[CH:4][CH:3]=1, predict the reactants needed to synthesize it. The reactants are: [F:1][C:2]1[CH:7]=[CH:6][C:5]([C@H:8]2[C@H:12]([N+:13]([O-])=O)[CH2:11][N:10]([CH2:16][CH2:17][O:18][CH3:19])[CH2:9]2)=[CH:4][CH:3]=1. (4) Given the product [CH3:1][O:2][C:3]1[CH:8]=[CH:7][C:6]([C:9]2[CH:10]=[C:11]3[C:17]([C:18]4[CH:19]=[N:20][N:21]([CH2:23][CH2:24][C:25]5[CH:30]=[CH:29][CH:28]=[CH:27][CH:26]=5)[CH:22]=4)=[CH:16][NH:15][C:12]3=[N:13][CH:14]=2)=[CH:5][C:4]=1[NH:41][S:42]([CH3:45])(=[O:44])=[O:43], predict the reactants needed to synthesize it. The reactants are: [CH3:1][O:2][C:3]1[CH:8]=[CH:7][C:6]([C:9]2[CH:10]=[C:11]3[C:17]([C:18]4[CH:19]=[N:20][N:21]([CH2:23][CH2:24][C:25]5[CH:30]=[CH:29][CH:28]=[CH:27][CH:26]=5)[CH:22]=4)=[CH:16][N:15](S(C4C=CC(C)=CC=4)(=O)=O)[C:12]3=[N:13][CH:14]=2)=[CH:5][C:4]=1[NH:41][S:42]([CH3:45])(=[O:44])=[O:43].[OH-].[Li+].